This data is from NCI-60 drug combinations with 297,098 pairs across 59 cell lines. The task is: Regression. Given two drug SMILES strings and cell line genomic features, predict the synergy score measuring deviation from expected non-interaction effect. (1) Drug 1: CCC1=CC2CC(C3=C(CN(C2)C1)C4=CC=CC=C4N3)(C5=C(C=C6C(=C5)C78CCN9C7C(C=CC9)(C(C(C8N6C)(C(=O)OC)O)OC(=O)C)CC)OC)C(=O)OC.C(C(C(=O)O)O)(C(=O)O)O. Drug 2: C(CC(=O)O)C(=O)CN.Cl. Cell line: SK-OV-3. Synergy scores: CSS=52.7, Synergy_ZIP=-2.94, Synergy_Bliss=-0.673, Synergy_Loewe=-12.7, Synergy_HSA=-0.224. (2) Drug 1: CC1=C(C(CCC1)(C)C)C=CC(=CC=CC(=CC(=O)O)C)C. Drug 2: C1CC(=O)NC(=O)C1N2C(=O)C3=CC=CC=C3C2=O. Cell line: SNB-19. Synergy scores: CSS=-3.07, Synergy_ZIP=1.06, Synergy_Bliss=0.616, Synergy_Loewe=-0.779, Synergy_HSA=-1.29.